This data is from NCI-60 drug combinations with 297,098 pairs across 59 cell lines. The task is: Regression. Given two drug SMILES strings and cell line genomic features, predict the synergy score measuring deviation from expected non-interaction effect. (1) Drug 1: CCN(CC)CCCC(C)NC1=C2C=C(C=CC2=NC3=C1C=CC(=C3)Cl)OC. Synergy scores: CSS=30.8, Synergy_ZIP=-7.39, Synergy_Bliss=-0.653, Synergy_Loewe=-12.6, Synergy_HSA=-2.38. Cell line: U251. Drug 2: COCCOC1=C(C=C2C(=C1)C(=NC=N2)NC3=CC=CC(=C3)C#C)OCCOC.Cl. (2) Cell line: COLO 205. Drug 2: CC1CCC2CC(C(=CC=CC=CC(CC(C(=O)C(C(C(=CC(C(=O)CC(OC(=O)C3CCCCN3C(=O)C(=O)C1(O2)O)C(C)CC4CCC(C(C4)OC)O)C)C)O)OC)C)C)C)OC. Drug 1: CNC(=O)C1=CC=CC=C1SC2=CC3=C(C=C2)C(=NN3)C=CC4=CC=CC=N4. Synergy scores: CSS=16.4, Synergy_ZIP=-0.777, Synergy_Bliss=1.41, Synergy_Loewe=-20.3, Synergy_HSA=-1.37. (3) Drug 1: C1CN1P(=S)(N2CC2)N3CC3. Drug 2: C1CN1C2=NC(=NC(=N2)N3CC3)N4CC4. Cell line: MCF7. Synergy scores: CSS=15.4, Synergy_ZIP=-2.89, Synergy_Bliss=-0.991, Synergy_Loewe=-6.38, Synergy_HSA=-1.05. (4) Drug 1: COC1=C(C=C2C(=C1)N=CN=C2NC3=CC(=C(C=C3)F)Cl)OCCCN4CCOCC4. Drug 2: CC(C)(C#N)C1=CC(=CC(=C1)CN2C=NC=N2)C(C)(C)C#N. Cell line: SNB-19. Synergy scores: CSS=6.51, Synergy_ZIP=-3.59, Synergy_Bliss=-3.11, Synergy_Loewe=-2.14, Synergy_HSA=-1.85. (5) Drug 1: CC12CCC(CC1=CCC3C2CCC4(C3CC=C4C5=CN=CC=C5)C)O. Drug 2: B(C(CC(C)C)NC(=O)C(CC1=CC=CC=C1)NC(=O)C2=NC=CN=C2)(O)O. Cell line: UACC62. Synergy scores: CSS=-0.0155, Synergy_ZIP=-0.819, Synergy_Bliss=-2.52, Synergy_Loewe=-3.48, Synergy_HSA=-3.41.